Dataset: Full USPTO retrosynthesis dataset with 1.9M reactions from patents (1976-2016). Task: Predict the reactants needed to synthesize the given product. (1) Given the product [C:20]12([N:1]([C:10]([O:12][C:13]([CH3:16])([CH3:15])[CH3:14])=[O:11])[NH:2][C:3]([O:5][C:6]([CH3:7])([CH3:8])[CH3:9])=[O:4])[CH2:19][CH:22]([CH2:21]1)[CH2:17]2, predict the reactants needed to synthesize it. The reactants are: [N:1]([C:10]([O:12][C:13]([CH3:16])([CH3:15])[CH3:14])=[O:11])=[N:2][C:3]([O:5][C:6]([CH3:9])([CH3:8])[CH3:7])=[O:4].[C:17]1([SiH3])[CH:22]=[CH:21][CH:20]=[CH:19]C=1.C1C23CC12C3. (2) Given the product [Cl:33][C:34]1[CH:39]=[CH:38][C:37]([NH:40][C:41]([N:14]2[CH2:15][CH2:16][CH2:17][CH:12]([C:6]3([CH2:18][C:19]4[CH:24]=[CH:23][CH:22]=[C:21]([Cl:25])[CH:20]=4)[C:5]4[C:9](=[CH:10][C:2]([Cl:1])=[CH:3][CH:4]=4)[NH:8][C:7]3=[O:11])[CH2:13]2)=[O:42])=[CH:36][CH:35]=1, predict the reactants needed to synthesize it. The reactants are: [Cl:1][C:2]1[CH:10]=[C:9]2[C:5]([C:6]([CH2:18][C:19]3[CH:24]=[CH:23][CH:22]=[C:21]([Cl:25])[CH:20]=3)([CH:12]3[CH2:17][CH2:16][CH2:15][NH:14][CH2:13]3)[C:7](=[O:11])[NH:8]2)=[CH:4][CH:3]=1.C(N(CC)CC)C.[Cl:33][C:34]1[CH:39]=[CH:38][C:37]([N:40]=[C:41]=[O:42])=[CH:36][CH:35]=1. (3) Given the product [NH2:1][C:4]1[CH:5]=[CH:6][C:7]([C:10]2[N:15]=[C:14]3[N:16]([CH2:19][C:20]([F:22])([F:23])[F:21])[N:17]=[CH:18][C:13]3=[C:12]([N:24]3[CH2:31][CH:30]4[O:32][CH:26]([CH2:27][N:28]([C:33]([O:35][C:36]([CH3:39])([CH3:38])[CH3:37])=[O:34])[CH2:29]4)[CH2:25]3)[N:11]=2)=[CH:8][CH:9]=1, predict the reactants needed to synthesize it. The reactants are: [N+:1]([C:4]1[CH:9]=[CH:8][C:7]([C:10]2[N:15]=[C:14]3[N:16]([CH2:19][C:20]([F:23])([F:22])[F:21])[N:17]=[CH:18][C:13]3=[C:12]([N:24]3[CH2:31][CH:30]4[O:32][CH:26]([CH2:27][N:28]([C:33]([O:35][C:36]([CH3:39])([CH3:38])[CH3:37])=[O:34])[CH2:29]4)[CH2:25]3)[N:11]=2)=[CH:6][CH:5]=1)([O-])=O. (4) Given the product [Br:20][C:16]1[CH:15]=[C:14]([C:12]([C:2]2[CH:7]=[CH:6][C:5]([O:8][CH3:9])=[CH:4][CH:3]=2)=[CH2:11])[CH:19]=[CH:18][CH:17]=1, predict the reactants needed to synthesize it. The reactants are: Br[C:2]1[CH:7]=[CH:6][C:5]([O:8][CH3:9])=[CH:4][CH:3]=1.[Mg].[CH3:11][C:12]([C:14]1[CH:19]=[CH:18][CH:17]=[C:16]([Br:20])[CH:15]=1)=O.